Predict the reactants needed to synthesize the given product. From a dataset of Full USPTO retrosynthesis dataset with 1.9M reactions from patents (1976-2016). (1) Given the product [ClH:3].[Cl:3][C:4]1[C:9]([O:10][CH2:11][C:12]2[CH:17]=[CH:16][N:15]=[CH:14][CH:13]=2)=[CH:8][CH:7]=[CH:6][C:5]=1[NH:18][C:19](=[O:34])/[CH:20]=[CH:21]/[C:22]1[CH:27]=[CH:26][C:25]([O:28][CH3:29])=[C:24]([OH:30])[CH:23]=1, predict the reactants needed to synthesize it. The reactants are: Cl.Cl.[Cl:3][C:4]1[C:9]([O:10][CH2:11][C:12]2[CH:17]=[CH:16][N:15]=[CH:14][CH:13]=2)=[CH:8][CH:7]=[CH:6][C:5]=1[NH:18][C:19](=[O:34])/[CH:20]=[CH:21]/[C:22]1[CH:27]=[CH:26][C:25]([O:28][CH3:29])=[C:24]([O:30]C(=O)C)[CH:23]=1. (2) Given the product [Cl:1][C:2]1[S:6][C:5]([S:7]([NH:10][CH:11]([C:23]([O:25][CH3:27])=[O:24])[CH:12]([CH2:13][C:14]([F:16])([F:17])[F:15])[CH2:18][C:19]([F:22])([F:21])[F:20])(=[O:8])=[O:9])=[CH:4][CH:3]=1, predict the reactants needed to synthesize it. The reactants are: [Cl:1][C:2]1[S:6][C:5]([S:7]([NH:10][CH:11]([C:23]([OH:25])=[O:24])[CH:12]([CH2:18][C:19]([F:22])([F:21])[F:20])[CH2:13][C:14]([F:17])([F:16])[F:15])(=[O:9])=[O:8])=[CH:4][CH:3]=1.[Si](C=[N+]=[N-])(C)(C)[CH3:27]. (3) The reactants are: [S:1]1[C:5]2[CH2:6][CH2:7][CH2:8][CH2:9][C:4]=2[NH:3][C:2]1=[O:10].[H-].[Na+].Br[CH2:14][C:15]([C:17]1[CH:22]=[CH:21][C:20]([CH3:23])=[CH:19][CH:18]=1)=[O:16]. Given the product [CH3:23][C:20]1[CH:21]=[CH:22][C:17]([C:15](=[O:16])[CH2:14][N:3]2[C:4]3[CH2:9][CH2:8][CH2:7][CH2:6][C:5]=3[S:1][C:2]2=[O:10])=[CH:18][CH:19]=1, predict the reactants needed to synthesize it.